Dataset: Full USPTO retrosynthesis dataset with 1.9M reactions from patents (1976-2016). Task: Predict the reactants needed to synthesize the given product. (1) Given the product [Br:1][C:2]1[C:3]([NH:22][CH:17]2[CH2:21][CH2:20][CH2:19][CH2:18]2)=[N:4][C:5]([Cl:8])=[N:6][CH:7]=1, predict the reactants needed to synthesize it. The reactants are: [Br:1][C:2]1[C:3](Cl)=[N:4][C:5]([Cl:8])=[N:6][CH:7]=1.C(N(CC)CC)C.[CH:17]1([NH2:22])[CH2:21][CH2:20][CH2:19][CH2:18]1. (2) Given the product [S:18]1[C:19]2[CH:25]=[CH:24][CH:23]=[CH:22][C:20]=2[CH:21]=[C:17]1[CH2:16][O:3][CH2:4][C:5]1[O:9][N:8]=[C:7]([C:10]([O:12][CH2:13][CH3:14])=[O:11])[CH:6]=1, predict the reactants needed to synthesize it. The reactants are: [H-].[Na+].[OH:3][CH2:4][C:5]1[O:9][N:8]=[C:7]([C:10]([O:12][CH2:13][CH3:14])=[O:11])[CH:6]=1.Br[CH2:16][C:17]1[S:18][C:19]2[CH:25]=[CH:24][CH:23]=[CH:22][C:20]=2[CH:21]=1.[Cl-].[NH4+]. (3) Given the product [ClH:26].[CH2:38]1[C:39]2([CH2:44][CH2:43][NH:42][CH2:41][C@H:40]2[OH:45])[CH2:37]1, predict the reactants needed to synthesize it. The reactants are: COC(=O)C(N1C(=O)CCN(C(=O)/C=C/C2C=CC([Cl:26])=C(Cl)C=2)CC1)CC(O)=O.CCN(CC)CC.[CH2:37]1[C:39]2([CH2:44][CH2:43][NH:42][CH2:41][C@H:40]2[OH:45])[CH2:38]1. (4) Given the product [Br:1][C:2]1[CH:7]=[C:6]([C:8]2([CH:11]=[O:25])[CH2:10][CH2:9]2)[CH:5]=[CH:4][N:3]=1, predict the reactants needed to synthesize it. The reactants are: [Br:1][C:2]1[CH:7]=[C:6]([C:8]2([C:11]#N)[CH2:10][CH2:9]2)[CH:5]=[CH:4][N:3]=1.[H-].C([Al+]CC(C)C)C(C)C.CC[O:25]C(C)=O.OS(O)(=O)=O. (5) Given the product [OH:22][C:12]1[CH:11]=[C:10]([C:7]([CH3:8])([CH3:9])[C:6]([NH:5][CH2:1][CH:2]([CH3:3])[CH3:4])=[O:24])[CH:15]=[CH:14][C:13]=1[C:16]1[C:20]([CH3:21])=[CH:19][S:18][CH:17]=1, predict the reactants needed to synthesize it. The reactants are: [CH2:1]([NH:5][C:6](=[O:24])[C:7]([C:10]1[CH:15]=[CH:14][C:13]([C:16]2[C:20]([CH3:21])=[CH:19][S:18][CH:17]=2)=[C:12]([O:22]C)[CH:11]=1)([CH3:9])[CH3:8])[CH:2]([CH3:4])[CH3:3].B(Br)(Br)Br.Cl. (6) The reactants are: [NH2:1][C:2]1[C:3]([C:7]2[NH:23][C:10]3=[CH:11][C:12]4[C:13]([CH3:22])([CH3:21])[C:14](=[O:20])[N:15]([CH2:18][CH3:19])[C:16]=4[CH:17]=[C:9]3[N:8]=2)=[N:4][NH:5][CH:6]=1.[CH3:24][O:25][CH2:26][C:27](Cl)=[O:28]. Given the product [CH2:18]([N:15]1[C:16]2[CH:17]=[C:9]3[N:8]=[C:7]([C:3]4[C:2]([NH:1][C:27](=[O:28])[CH2:26][O:25][CH3:24])=[CH:6][NH:5][N:4]=4)[NH:23][C:10]3=[CH:11][C:12]=2[C:13]([CH3:22])([CH3:21])[C:14]1=[O:20])[CH3:19], predict the reactants needed to synthesize it. (7) Given the product [N:22]1([C:20]([C:15]2[CH:14]=[CH:13][C:12]3[C:17](=[CH:18][CH:19]=[C:10]([O:9][C:6]4[CH:7]=[N:8][C:3]([C:2]([F:35])([F:1])[F:36])=[CH:4][CH:5]=4)[CH:11]=3)[N:16]=2)=[O:21])[CH2:27][CH2:26][NH:25][CH2:24][CH2:23]1, predict the reactants needed to synthesize it. The reactants are: [F:1][C:2]([F:36])([F:35])[C:3]1[N:8]=[CH:7][C:6]([O:9][C:10]2[CH:11]=[C:12]3[C:17](=[CH:18][CH:19]=2)[N:16]=[C:15]([C:20]([N:22]2[CH2:27][CH2:26][N:25](C(OC(C)(C)C)=O)[CH2:24][CH2:23]2)=[O:21])[CH:14]=[CH:13]3)=[CH:5][CH:4]=1.FC(F)(F)C(O)=O.